The task is: Predict the reactants needed to synthesize the given product.. This data is from Full USPTO retrosynthesis dataset with 1.9M reactions from patents (1976-2016). Given the product [N:4]1[NH:3][N:2]=[N:1][C:5]=1[C:6]1[CH:7]=[C:8]2[C:12](=[CH:13][CH:14]=1)[NH:11][N:10]=[C:9]2[C:15]1[CH:20]=[CH:19][CH:18]=[CH:17][C:16]=1[OH:21], predict the reactants needed to synthesize it. The reactants are: [N:1]1[NH:2][N:3]=[N:4][C:5]=1[C:6]1[CH:7]=[C:8]2[C:12](=[CH:13][CH:14]=1)[NH:11][N:10]=[C:9]2[C:15]1[CH:20]=[CH:19][CH:18]=[CH:17][C:16]=1[O:21]C.